This data is from Full USPTO retrosynthesis dataset with 1.9M reactions from patents (1976-2016). The task is: Predict the reactants needed to synthesize the given product. (1) The reactants are: [CH2:1]([N:8]1[C:13]2[CH:14]=[C:15]([CH:18]=O)[CH:16]=[CH:17][C:12]=2[O:11][CH2:10][C:9]1=[O:20])[C:2]1[CH:7]=[CH:6][CH:5]=[CH:4][CH:3]=1.[S:21]1[CH2:25][C:24](=[O:26])[NH:23][C:22]1=[O:27]. Given the product [CH2:1]([N:8]1[C:13]2[CH:14]=[C:15]([CH:18]=[C:25]3[S:21][C:22](=[O:27])[NH:23][C:24]3=[O:26])[CH:16]=[CH:17][C:12]=2[O:11][CH2:10][C:9]1=[O:20])[C:2]1[CH:7]=[CH:6][CH:5]=[CH:4][CH:3]=1, predict the reactants needed to synthesize it. (2) Given the product [NH2:2][CH2:1][CH2:3][C:4]1[CH:5]=[CH:6][C:7]([CH2:14][N:15]2[CH2:19][CH2:18][CH2:17][CH2:16]2)=[C:8]([CH:13]=1)[C:9]([O:11][CH3:12])=[O:10], predict the reactants needed to synthesize it. The reactants are: [C:1]([CH2:3][C:4]1[CH:5]=[CH:6][C:7]([CH2:14][N:15]2[CH2:19][CH2:18][CH2:17][CH2:16]2)=[C:8]([CH:13]=1)[C:9]([O:11][CH3:12])=[O:10])#[N:2]. (3) Given the product [N:1]1[C:4]2[N:8]([CH:7]=[CH:6][CH:5]=2)[CH:28]=[CH:27][CH:32]=1, predict the reactants needed to synthesize it. The reactants are: [N+:1]([C:4]1[NH:8][C:7](C(OC)=O)=[CH:6][C:5]=1C1C2C(=CC=CC=2)N=CC=1)([O-])=O.CO.CO[C:27]1[CH:32]=CC(C(C=O)C=O)=C[CH:28]=1. (4) Given the product [CH3:1][C:2]1[CH:15]=[C:5]2[C:6]([C@@H:10]3[CH2:12][C@H:11]3[CH2:13][NH:14][C:23](=[O:25])[CH3:24])=[CH:7][CH:8]=[CH:9][N:4]2[N:3]=1, predict the reactants needed to synthesize it. The reactants are: [CH3:1][C:2]1[CH:15]=[C:5]2[C:6]([C@@H:10]3[CH2:12][C@H:11]3[CH2:13][NH2:14])=[CH:7][CH:8]=[CH:9][N:4]2[N:3]=1.C(N(CC)CC)C.[C:23](OC(=O)C)(=[O:25])[CH3:24]. (5) The reactants are: [NH2:1][C:2]1[CH:3]=[CH:4][C:5]2[O:9][N:8]=[C:7]([C:10]([NH:12][C:13]3[CH:25]=[CH:24][C:23]([C:26]#[N:27])=[CH:22][C:14]=3[C:15]([O:17]C(C)(C)C)=[O:16])=[O:11])[C:6]=2[CH:28]=1.[CH2:29]1[CH:31]([CH:32](O)C#N)[CH2:30]1. Given the product [C:26]([C:23]1[CH:24]=[CH:25][C:13]([NH:12][C:10]([C:7]2[C:6]3[CH:28]=[C:2]([NH:1][CH2:32][CH:31]4[CH2:29][CH2:30]4)[CH:3]=[CH:4][C:5]=3[O:9][N:8]=2)=[O:11])=[C:14]([CH:22]=1)[C:15]([OH:17])=[O:16])#[N:27], predict the reactants needed to synthesize it. (6) Given the product [CH2:4]=[CH:5][CH2:6][C:7]#[C:8][CH2:9][CH2:10][CH2:11][CH2:12][CH3:13], predict the reactants needed to synthesize it. The reactants are: BrCC.[CH:4]#[C:5][CH2:6][CH2:7][CH2:8][CH2:9][CH3:10].[CH2:11](Br)[CH:12]=[CH2:13].Cl.